This data is from NCI-60 drug combinations with 297,098 pairs across 59 cell lines. The task is: Regression. Given two drug SMILES strings and cell line genomic features, predict the synergy score measuring deviation from expected non-interaction effect. Drug 1: CC1C(C(=O)NC(C(=O)N2CCCC2C(=O)N(CC(=O)N(C(C(=O)O1)C(C)C)C)C)C(C)C)NC(=O)C3=C4C(=C(C=C3)C)OC5=C(C(=O)C(=C(C5=N4)C(=O)NC6C(OC(=O)C(N(C(=O)CN(C(=O)C7CCCN7C(=O)C(NC6=O)C(C)C)C)C)C(C)C)C)N)C. Drug 2: C1=NC(=NC(=O)N1C2C(C(C(O2)CO)O)O)N. Cell line: MALME-3M. Synergy scores: CSS=7.89, Synergy_ZIP=-2.31, Synergy_Bliss=1.01, Synergy_Loewe=-10.5, Synergy_HSA=-5.03.